Dataset: Forward reaction prediction with 1.9M reactions from USPTO patents (1976-2016). Task: Predict the product of the given reaction. (1) Given the reactants ClC1C=C([C:9]2[N:13]3[C:14]4[N:22]=[C:21]([O:23][CH3:24])[CH:20]=[CH:19][C:15]=4[N:16]=[C:17]([CH3:18])[C:12]3=[C:11]([CH3:25])[N:10]=2)C=C(Cl)C=1.[CH3:26][C:27]1[CH:32]=[C:31]([Cl:33])[CH:30]=[CH:29][C:28]=1B(O)O, predict the reaction product. The product is: [Cl:33][C:31]1[CH:30]=[CH:29][C:28]([C:9]2[N:13]3[C:14]4[N:22]=[C:21]([O:23][CH3:24])[CH:20]=[CH:19][C:15]=4[N:16]=[C:17]([CH3:18])[C:12]3=[C:11]([CH3:25])[N:10]=2)=[C:27]([CH3:26])[CH:32]=1. (2) The product is: [NH2:1][C:2]1[C:7]2=[C:8]([C:19]3[S:20][C:21]4[C:27]([O:28][CH3:29])=[CH:26][C:25]([CH3:30])=[CH:24][C:22]=4[CH:23]=3)[C:9]([CH2:11][O:12][CH2:13][C:14]([NH2:31])=[O:16])=[CH:10][N:6]2[N:5]=[CH:4][N:3]=1. Given the reactants [NH2:1][C:2]1[C:7]2=[C:8]([C:19]3[S:20][C:21]4[C:27]([O:28][CH3:29])=[CH:26][C:25]([CH3:30])=[CH:24][C:22]=4[CH:23]=3)[C:9]([CH2:11][O:12][CH2:13][C:14]([O:16]CC)=O)=[CH:10][N:6]2[N:5]=[CH:4][N:3]=1.[NH3:31], predict the reaction product. (3) Given the reactants Br[C:2]1[CH:7]=[CH:6][CH:5]=[C:4]([C:8](=[O:15])[CH2:9][CH2:10][CH2:11][CH2:12][CH2:13][CH3:14])[CH:3]=1.[CH:16]([C:18]1[CH:23]=[CH:22][C:21](B(O)O)=[CH:20][CH:19]=1)=[O:17].[F-].[K+], predict the reaction product. The product is: [C:8]([C:4]1[CH:3]=[C:2]([C:21]2[CH:22]=[CH:23][C:18]([CH:16]=[O:17])=[CH:19][CH:20]=2)[CH:7]=[CH:6][CH:5]=1)(=[O:15])[CH2:9][CH2:10][CH2:11][CH2:12][CH2:13][CH3:14]. (4) Given the reactants [F:1][C:2]1[CH:7]=[CH:6][C:5]([CH:8]2[C:12]3([CH2:17][CH2:16][CH2:15][N:14](C(OC(C)(C)C)=O)[CH2:13]3)[C:11](=[O:25])[N:10]([CH2:26][C:27]3[CH:31]=[C:30]([CH3:32])[O:29][N:28]=3)[CH2:9]2)=[CH:4][CH:3]=1.FC(F)(F)C(O)=O, predict the reaction product. The product is: [F:1][C:2]1[CH:7]=[CH:6][C:5]([CH:8]2[C:12]3([CH2:17][CH2:16][CH2:15][NH:14][CH2:13]3)[C:11](=[O:25])[N:10]([CH2:26][C:27]3[CH:31]=[C:30]([CH3:32])[O:29][N:28]=3)[CH2:9]2)=[CH:4][CH:3]=1. (5) The product is: [Cl:28][C:29]1[C:34]([Cl:35])=[CH:33][CH:32]=[CH:31][C:30]=1[N:36]1[CH2:41][CH2:40][N:39]([CH2:19][CH2:18][CH2:17][NH:16][C:13]2[N:12]=[CH:11][N:10]=[C:9]3[C:14]=2[N:15]=[C:7]([C:1]2[CH:6]=[CH:5][CH:4]=[CH:3][CH:2]=2)[N:8]3[C:21]2[CH:26]=[CH:25][CH:24]=[CH:23][CH:22]=2)[CH2:38][CH2:37]1. Given the reactants [C:1]1([C:7]2[N:8]([C:21]3[CH:26]=[CH:25][CH:24]=[CH:23][CH:22]=3)[C:9]3[C:14]([N:15]=2)=[C:13]([NH:16][CH2:17][CH2:18][CH:19]=O)[N:12]=[CH:11][N:10]=3)[CH:6]=[CH:5][CH:4]=[CH:3][CH:2]=1.Cl.[Cl:28][C:29]1[C:34]([Cl:35])=[CH:33][CH:32]=[CH:31][C:30]=1[N:36]1[CH2:41][CH2:40][NH:39][CH2:38][CH2:37]1.[BH-](OC(C)=O)(OC(C)=O)OC(C)=O.[Na+].C(O)(=O)C, predict the reaction product.